Dataset: Catalyst prediction with 721,799 reactions and 888 catalyst types from USPTO. Task: Predict which catalyst facilitates the given reaction. (1) Reactant: F[C:2]1[C:3]([C:10](=[O:16])[C:11]([C:14]#[N:15])=[N:12][NH2:13])=[N:4][C:5]([O:8][CH3:9])=[CH:6][CH:7]=1. Product: [OH:16][C:10]1[C:3]2[N:4]=[C:5]([O:8][CH3:9])[CH:6]=[CH:7][C:2]=2[N:13]=[N:12][C:11]=1[C:14]#[N:15]. The catalyst class is: 270. (2) Reactant: [CH3:1][C:2]1[N:11]=[C:10]([N:12]2[CH2:18][C:17]3[CH:19]=[C:20]([C:23]4[CH:29]=[CH:28][C:26]([NH2:27])=[C:25]([N+:30]([O-])=O)[CH:24]=4)[CH:21]=[CH:22][C:16]=3[O:15][CH2:14][CH2:13]2)[C:9]2[C:4](=[CH:5][CH:6]=[CH:7][CH:8]=2)[N:3]=1.[H][H]. Product: [CH3:1][C:2]1[N:11]=[C:10]([N:12]2[CH2:18][C:17]3[CH:19]=[C:20]([C:23]4[CH:24]=[C:25]([NH2:30])[C:26]([NH2:27])=[CH:28][CH:29]=4)[CH:21]=[CH:22][C:16]=3[O:15][CH2:14][CH2:13]2)[C:9]2[C:4](=[CH:5][CH:6]=[CH:7][CH:8]=2)[N:3]=1. The catalyst class is: 123. (3) Reactant: C([N:8]1[C:16]2[C:15](=[O:17])[N:14]([CH2:18][CH2:19][CH2:20][OH:21])[C:13](=[O:22])[N:12]([CH2:23][CH3:24])[C:11]=2[N:10]=[C:9]1[O:25][C:26]1[CH:31]=[CH:30][CH:29]=[C:28]([O:32][C:33]([F:36])([F:35])[F:34])[CH:27]=1)C1C=CC=CC=1.C([O-])=O.[NH4+]. Product: [CH2:23]([N:12]1[C:11]2[N:10]=[C:9]([O:25][C:26]3[CH:31]=[CH:30][CH:29]=[C:28]([O:32][C:33]([F:35])([F:36])[F:34])[CH:27]=3)[NH:8][C:16]=2[C:15](=[O:17])[N:14]([CH2:18][CH2:19][CH2:20][OH:21])[C:13]1=[O:22])[CH3:24]. The catalyst class is: 29. (4) Reactant: [C:1]([C:3]1[C:9]([C:10]#[N:11])=[C:8]([OH:12])[CH:7]=[CH:6][C:4]=1[OH:5])#[N:2].[NH2:13][C:14]1[CH:19]=[CH:18][CH:17]=[CH:16][N:15]=1.[Cl-].[Cl-].[Ca+2].C(Cl)Cl. Product: [N:15]1[CH:16]=[CH:17][CH:18]=[CH:19][C:14]=1[N:11]=[C:10]1[C:9]2[C:3](=[C:4]([OH:5])[CH:6]=[CH:7][C:8]=2[OH:12])[C:1](=[N:13][C:14]2[CH:19]=[CH:18][CH:17]=[CH:16][N:15]=2)[NH:2]1. The catalyst class is: 729. (5) Reactant: C([Li])CCC.[Cl:6][C:7]1[CH:8]=[CH:9][C:10]2[N:11]([N:13]=[C:14]([C:16]3[CH:20]=[CH:19][O:18][CH:17]=3)[CH:15]=2)[CH:12]=1.[CH3:21][Si:22](Cl)([CH3:24])[CH3:23].[Cl-].[NH4+]. Product: [Cl:6][C:7]1[CH:8]=[CH:9][C:10]2[N:11]([N:13]=[C:14]([C:16]3[CH:20]=[CH:19][O:18][CH:17]=3)[CH:15]=2)[C:12]=1[Si:22]([CH3:24])([CH3:23])[CH3:21]. The catalyst class is: 188. (6) Reactant: COC1C=CC(C[NH:8][C:9]2[CH:14]=[C:13]([O:15][C:16]3[CH:21]=[CH:20][C:19]([NH:22][C:23]([C:25]4([C:28]([NH:30][C:31]5[CH:36]=[CH:35][C:34]([F:37])=[CH:33][CH:32]=5)=[O:29])[CH2:27][CH2:26]4)=[O:24])=[C:18]([F:38])[CH:17]=3)[CH:12]=[CH:11][N:10]=2)=CC=1.FC(F)(F)C(O)=O. Product: [NH2:8][C:9]1[CH:14]=[C:13]([O:15][C:16]2[CH:21]=[CH:20][C:19]([NH:22][C:23]([C:25]3([C:28]([NH:30][C:31]4[CH:32]=[CH:33][C:34]([F:37])=[CH:35][CH:36]=4)=[O:29])[CH2:27][CH2:26]3)=[O:24])=[C:18]([F:38])[CH:17]=2)[CH:12]=[CH:11][N:10]=1. The catalyst class is: 2. (7) Reactant: B(Br)(Br)Br.[C:5]([N:8]1[C:17]2[C:12](=[CH:13][C:14]([O:18]C)=[CH:15][CH:16]=2)[C:11]([C:21]2[CH:26]=[CH:25][CH:24]=[CH:23][CH:22]=2)([CH3:20])[CH2:10][C:9]1([CH3:28])[CH3:27])(=[O:7])[CH3:6].O. Product: [C:5]([N:8]1[C:17]2[C:12](=[CH:13][C:14]([OH:18])=[CH:15][CH:16]=2)[C:11]([C:21]2[CH:26]=[CH:25][CH:24]=[CH:23][CH:22]=2)([CH3:20])[CH2:10][C:9]1([CH3:28])[CH3:27])(=[O:7])[CH3:6]. The catalyst class is: 4. (8) Product: [CH:20]1([CH2:24][NH:11][C:9](=[O:10])[CH2:8][CH:12]([C:14]2[CH:15]=[N:16][C:17]3[C:22]([CH:23]=2)=[CH:21][C:20]([C:24]2[CH:29]=[CH:28][CH:27]=[CH:26][C:25]=2[CH3:30])=[CH:19][CH:18]=3)[CH3:13])[CH2:21][CH2:22][CH2:17][CH2:18][CH2:19]1. The catalyst class is: 43. Reactant: C1(C[C:8](=[C:12]([C:14]2[CH:15]=[N:16][C:17]3[C:22]([CH:23]=2)=[CH:21][C:20]([C:24]2[CH:29]=[CH:28][CH:27]=[CH:26][C:25]=2[CH3:30])=[CH:19][CH:18]=3)[CH3:13])[C:9]([NH2:11])=[O:10])CCCCC1. (9) Reactant: [F:1][C:2]1[CH:7]=[CH:6][C:5]([C:8]2[CH:9]=[CH:10][N:11]3CCN[CH2:13][C:12]=23)=[CH:4][CH:3]=1.[OH2:17].[OH-:18].[Na+]. Product: [F:1][C:2]1[CH:7]=[CH:6][C:5]([C:8]2[CH:9]=[CH:10][NH:11][C:12]=2[C:13]([OH:18])=[O:17])=[CH:4][CH:3]=1. The catalyst class is: 5. (10) Reactant: [CH:1]1([CH:4]([C:10]2[CH:15]=[CH:14][CH:13]=[C:12]([O:16][CH2:17][C:18]3[S:19][C:20]([C:33]4[CH:38]=[C:37]([O:39][CH3:40])[CH:36]=[CH:35][C:34]=4[F:41])=[C:21]([C:23]4[CH:28]=[CH:27][C:26]([C:29]([F:32])([F:31])[F:30])=[CH:25][CH:24]=4)[N:22]=3)[CH:11]=2)[CH2:5][C:6]([O:8]C)=[O:7])[CH2:3][CH2:2]1.[OH-].[Na+].Cl. Product: [CH:1]1([CH:4]([C:10]2[CH:15]=[CH:14][CH:13]=[C:12]([O:16][CH2:17][C:18]3[S:19][C:20]([C:33]4[CH:38]=[C:37]([O:39][CH3:40])[CH:36]=[CH:35][C:34]=4[F:41])=[C:21]([C:23]4[CH:28]=[CH:27][C:26]([C:29]([F:30])([F:31])[F:32])=[CH:25][CH:24]=4)[N:22]=3)[CH:11]=2)[CH2:5][C:6]([OH:8])=[O:7])[CH2:3][CH2:2]1. The catalyst class is: 36.